This data is from Full USPTO retrosynthesis dataset with 1.9M reactions from patents (1976-2016). The task is: Predict the reactants needed to synthesize the given product. (1) Given the product [CH3:1][O:2][C:3](=[O:15])[CH2:4][CH2:5][C:6]1[CH:11]=[CH:10][C:9]([CH2:12][OH:13])=[CH:8][C:7]=1[CH3:14], predict the reactants needed to synthesize it. The reactants are: [CH3:1][O:2][C:3](=[O:15])[CH:4]=[CH:5][C:6]1[CH:11]=[CH:10][C:9]([CH2:12][OH:13])=[CH:8][C:7]=1[CH3:14].[H][H]. (2) Given the product [F:12][C:13]([F:30])([C:26]([F:29])([F:28])[F:27])[C:14]([NH:4][CH:1]([CH3:3])[CH3:2])=[O:15], predict the reactants needed to synthesize it. The reactants are: [CH:1]([NH2:4])([CH3:3])[CH3:2].C(N(CC)CC)C.[F:12][C:13]([F:30])([C:26]([F:29])([F:28])[F:27])[C:14](O[C:14](=[O:15])[C:13]([F:30])([F:12])[C:26]([F:29])([F:28])[F:27])=[O:15]. (3) Given the product [CH2:13]([C:3]1[C:2]([OH:33])=[C:7]([O:8][CH3:9])[N:6]=[C:5]([N:10]([CH3:12])[CH3:11])[N:4]=1)[CH2:14][CH2:15][CH2:16][CH2:17][CH2:18][CH2:19][CH2:20][CH2:21][CH3:22], predict the reactants needed to synthesize it. The reactants are: Br[C:2]1[C:3]([CH2:13][CH2:14][CH2:15][CH2:16][CH2:17][CH2:18][CH2:19][CH2:20][CH2:21][CH3:22])=[N:4][C:5]([N:10]([CH3:12])[CH3:11])=[N:6][C:7]=1[O:8][CH3:9].C(N)CN.[Li]CCCC.C[O:33]B(OC)OC.OO.Cl.